This data is from Human liver microsome stability data. The task is: Regression/Classification. Given a drug SMILES string, predict its absorption, distribution, metabolism, or excretion properties. Task type varies by dataset: regression for continuous measurements (e.g., permeability, clearance, half-life) or binary classification for categorical outcomes (e.g., BBB penetration, CYP inhibition). Dataset: hlm. (1) The compound is COc1cc(-c2cn[nH]c2)cc2c(O)nc(C3COc4ccc(C)cc4C3)nc12. The result is 0 (unstable in human liver microsomes). (2) The compound is C=C(C)[C@@H]1CC[C@]2(C(=O)NCCN(C)C)CC[C@]3(C)[C@H](CC[C@@H]4[C@@]5(C)CC=C(c6ccc(C(=O)O)cc6)C(C)(C)[C@@H]5CC[C@]43C)[C@@H]12. The result is 0 (unstable in human liver microsomes). (3) The drug is COc1cccc(/C=N/N(C(=O)C(F)(F)F)c2ccc(C)cc2C)c1. The result is 1 (stable in human liver microsomes). (4) The molecule is O=C(N[C@@H](Cn1ccnc1)c1ccc(-c2ccc(F)cc2)cc1Cl)c1ccc(-c2nnc(-c3ccccc3)o2)cc1. The result is 0 (unstable in human liver microsomes). (5) The compound is O=C(N[C@@H](Cc1c[nH]c2ccc(OCc3ccccc3)cc12)C(=O)Nc1ccncc1)C1CCCCC1. The result is 1 (stable in human liver microsomes). (6) The compound is CCNCC(=O)Nc1ccc(-c2nc(=O)n(CCOC)c3c2oc2ccc(-c4ccc5c(c4)CCN(C)C5)cc23)cc1. The result is 0 (unstable in human liver microsomes). (7) The molecule is CCOc1cc(O[C@@H]2C[C@H]3C(=O)N[C@]4(C(=O)NS(=O)(=O)C5CC5)C[C@H]4C=CCCCCC[C@H](NC(=O)OC(C)C)C(=O)N3C2)c2ccc(OC)c(C)c2n1. The result is 1 (stable in human liver microsomes). (8) The drug is COC(=O)Nc1ccc2c(c1)NC(=O)CCC=CC[C@H](N1CC[C@H](c3cc(Cl)ccc3C(F)(F)F)OC1=O)c1nc(Cl)c-2[nH]1. The result is 1 (stable in human liver microsomes). (9) The drug is CC(C)OC(=O)Nc1ccc2c(c1)sc1cc(S(=O)(=O)N[C@H](C(=O)O)C(C)C)ccc12. The result is 0 (unstable in human liver microsomes). (10) The molecule is Cc1ccc2c(c1)CC(c1nc3ccc(-c4ccnc(N)n4)cc3o1)CO2. The result is 1 (stable in human liver microsomes).